This data is from Human liver microsome stability data. The task is: Regression/Classification. Given a drug SMILES string, predict its absorption, distribution, metabolism, or excretion properties. Task type varies by dataset: regression for continuous measurements (e.g., permeability, clearance, half-life) or binary classification for categorical outcomes (e.g., BBB penetration, CYP inhibition). Dataset: hlm. The molecule is C[C@]1(c2ccc(Cl)cc2Cl)OC[C@@H](COc2ccc(N3CCN(c4ccc(NC(=O)NN)cc4)CC3)cc2)O1. The result is 1 (stable in human liver microsomes).